Predict which catalyst facilitates the given reaction. From a dataset of Catalyst prediction with 721,799 reactions and 888 catalyst types from USPTO. (1) Reactant: [H-].[Na+].[C:3]([C:5]1[CH:6]=[C:7]2[C:11](=[CH:12][CH:13]=1)[NH:10][C:9](=[O:14])[CH2:8]2)#[N:4].Cl[C:16]1[CH:21]=[CH:20][C:19]([CH2:22][N:23]2[CH2:28][CH2:27][CH:26]([CH3:29])[CH2:25][CH2:24]2)=[CH:18][N+:17]=1[O-].P(Cl)(Cl)Cl. Product: [OH:14][C:9]1[NH:10][C:11]2[C:7]([C:8]=1[C:16]1[CH:21]=[CH:20][C:19]([CH2:22][N:23]3[CH2:28][CH2:27][CH:26]([CH3:29])[CH2:25][CH2:24]3)=[CH:18][N:17]=1)=[CH:6][C:5]([C:3]#[N:4])=[CH:13][CH:12]=2. The catalyst class is: 42. (2) Reactant: [NH:1]1[CH2:6][CH2:5][CH2:4][C@@H:3]([NH:7][C:8](=[O:10])[CH3:9])[CH2:2]1.N1CCCC(NC(=O)C)C1.[C:21]([C:29]([C:44]([OH:46])=[O:45])([OH:43])[C:30]([C:35](=[O:42])[C:36]1[CH:41]=[CH:40][CH:39]=[CH:38][CH:37]=1)([OH:34])[C:31]([OH:33])=[O:32])(=[O:28])[C:22]1[CH:27]=[CH:26][CH:25]=[CH:24][CH:23]=1. Product: [C:35]([C:30]([C:31]([OH:33])=[O:32])([OH:34])[C:29]([C:21](=[O:28])[C:22]1[CH:27]=[CH:26][CH:25]=[CH:24][CH:23]=1)([OH:43])[C:44]([OH:46])=[O:45])(=[O:42])[C:36]1[CH:41]=[CH:40][CH:39]=[CH:38][CH:37]=1.[NH:1]1[CH2:6][CH2:5][CH2:4][C@@H:3]([NH:7][C:8](=[O:10])[CH3:9])[CH2:2]1. The catalyst class is: 5. (3) Reactant: [OH:1][C:2]1[CH:3]=[C:4]([C@H:18]2[CH2:22][CH2:21][C@H:20]([C:23]3[CH:28]=[C:27]([O:29][CH3:30])[C:26]([O:31][CH3:32])=[C:25]([O:33][CH3:34])[CH:24]=3)[O:19]2)[CH:5]=[C:6]([S:12]([CH2:15][CH2:16][CH3:17])(=[O:14])=[O:13])[C:7]=1[O:8][CH2:9][CH2:10][CH3:11].C(=O)([O-])[O-].[K+].[K+].Br[CH2:42][CH2:43][CH2:44][N:45]1[C:49](=[O:50])[C:48]2=[CH:51][CH:52]=[CH:53][CH:54]=[C:47]2[C:46]1=[O:55]. Product: [C:46]1(=[O:55])[N:45]([CH2:44][CH2:43][CH2:42][O:1][C:2]2[CH:3]=[C:4]([C@H:18]3[CH2:22][CH2:21][C@H:20]([C:23]4[CH:28]=[C:27]([O:29][CH3:30])[C:26]([O:31][CH3:32])=[C:25]([O:33][CH3:34])[CH:24]=4)[O:19]3)[CH:5]=[C:6]([S:12]([CH2:15][CH2:16][CH3:17])(=[O:14])=[O:13])[C:7]=2[O:8][CH2:9][CH2:10][CH3:11])[C:49](=[O:50])[C:48]2=[CH:51][CH:52]=[CH:53][CH:54]=[C:47]12. The catalyst class is: 21. (4) Reactant: [O:1]=[C:2]1[N:8]([CH:9]2[CH2:14][CH2:13][N:12]([C:15]([O:17][C@H:18]([CH2:40][C:41]3[CH:46]=[CH:45][CH:44]=[C:43]([C:47](F)(F)F)[CH:42]=3)[C:19]([N:21]3[CH2:26][CH2:25][CH:24]([N:27]4[CH2:32][CH2:31][N:30](C(OC(C)(C)C)=O)[CH2:29][CH2:28]4)[CH2:23][CH2:22]3)=[O:20])=[O:16])[CH2:11][CH2:10]2)[CH2:7][CH2:6][C:5]2[CH:51]=[CH:52][CH:53]=[CH:54][C:4]=2[NH:3]1. Product: [O:1]=[C:2]1[N:8]([CH:9]2[CH2:10][CH2:11][N:12]([C:15]([O:17][C@H:18]([CH2:40][C:41]3[CH:46]=[CH:45][CH:44]=[C:43]([CH3:47])[CH:42]=3)[C:19](=[O:20])[N:21]3[CH2:22][CH2:23][CH:24]([N:27]4[CH2:32][CH2:31][NH:30][CH2:29][CH2:28]4)[CH2:25][CH2:26]3)=[O:16])[CH2:13][CH2:14]2)[CH2:7][CH2:6][C:5]2[CH:51]=[CH:52][CH:53]=[CH:54][C:4]=2[NH:3]1. The catalyst class is: 33. (5) Reactant: [F:1][C:2]1[CH:7]=[CH:6][C:5]([Mg]Br)=[CH:4][CH:3]=1.[O:10]=[C:11]1[CH2:15][CH2:14][N:13]([C:16]([O:18][C:19]([CH3:22])([CH3:21])[CH3:20])=[O:17])[CH2:12]1. Product: [F:1][C:2]1[CH:7]=[CH:6][C:5]([C:11]2([OH:10])[CH2:15][CH2:14][N:13]([C:16]([O:18][C:19]([CH3:21])([CH3:20])[CH3:22])=[O:17])[CH2:12]2)=[CH:4][CH:3]=1. The catalyst class is: 27.